Task: Predict the reaction yield, written as a fraction of the theoretical maximum amount of product (1.0 means a 100% yield; for example, 0.34 means a 34% yield).. Dataset: Reaction yield outcomes from USPTO patents with 853,638 reactions (1) The reactants are [F:1][C:2]1[C:3]([CH3:9])=[C:4]([CH:6]=[CH:7][CH:8]=1)[NH2:5].[BrH:10].[OH-].[Na+].C(=O)(O)[O-].[Na+]. The catalyst is C(O)(=O)C.CCCCCC.C(OCC)(=O)C.CS(C)=O. The product is [Br:10][C:8]1[CH:7]=[CH:6][C:4]([NH2:5])=[C:3]([CH3:9])[C:2]=1[F:1]. The yield is 0.570. (2) The reactants are [Cl:1][C:2]1[N:7]=[CH:6][C:5]2[C:8]([CH3:13])([CH3:12])[C:9](=O)[NH:10][C:4]=2[CH:3]=1.C1COCC1. The catalyst is CO. The product is [Cl:1][C:2]1[N:7]=[CH:6][C:5]2[C:8]([CH3:13])([CH3:12])[CH2:9][NH:10][C:4]=2[CH:3]=1. The yield is 0.950. (3) The reactants are [CH3:1][O:2][C:3]1[CH:8]=[CH:7][C:6]([S:9][C:10]2[CH:15]=[CH:14][C:13]([CH2:16][N:17]3[CH2:22][CH2:21][CH:20]([C:23]4[CH:24]=[C:25]([NH:30]C(OCC5C=CC=CC=5)=O)[CH:26]=[CH:27][C:28]=4[CH3:29])[CH2:19][CH2:18]3)=[CH:12][CH:11]=2)=[CH:5][CH:4]=1.[OH-].[K+].CCCCCC.CCOC(C)=O. The catalyst is CO. The product is [CH3:1][O:2][C:3]1[CH:8]=[CH:7][C:6]([S:9][C:10]2[CH:11]=[CH:12][C:13]([CH2:16][N:17]3[CH2:22][CH2:21][CH:20]([C:23]4[CH:24]=[C:25]([NH2:30])[CH:26]=[CH:27][C:28]=4[CH3:29])[CH2:19][CH2:18]3)=[CH:14][CH:15]=2)=[CH:5][CH:4]=1. The yield is 0.982. (4) The reactants are [CH:1]1([O:6][C:7]2[CH:8]=[C:9]([CH:12]=[CH:13][C:14]=2[O:15][CH3:16])[CH:10]=O)[CH2:5][CH2:4][CH2:3][CH2:2]1.[NH2:17]C1C=NC(Br)=CN=1.C(O[BH-](OC(=O)C)OC(=O)C)(=O)C.[Na+].C(O)(=O)C. The catalyst is ClCCl.C(OCC)(=O)C. The product is [CH:1]1([O:6][C:7]2[CH:8]=[C:9]([CH:12]=[CH:13][C:14]=2[O:15][CH3:16])[CH2:10][NH2:17])[CH2:5][CH2:4][CH2:3][CH2:2]1. The yield is 0.610. (5) The yield is 0.410. The catalyst is CCO. The product is [CH3:14][N:15]([CH3:16])[CH2:2][CH2:1][C:3]1[CH:8]=[N:7][C:6]([CH3:9])=[C:5]([N+:10]([O-:12])=[O:11])[CH:4]=1. The reactants are [C:1]([C:3]1[CH:4]=[C:5]([N+:10]([O-:12])=[O:11])[C:6]([CH3:9])=[N:7][CH:8]=1)#[CH:2].Cl.[CH3:14][NH:15][CH3:16].C([BH3-])#N.[Na+]. (6) The reactants are [Cl:1][C:2]([F:13])([F:12])[C:3]1[N:8]=[CH:7][C:6]([C:9](=[O:11])[CH3:10])=[CH:5][CH:4]=1.[BH4-].[Na+].Cl. The catalyst is CO. The product is [Cl:1][C:2]([F:12])([F:13])[C:3]1[N:8]=[CH:7][C:6]([CH:9]([OH:11])[CH3:10])=[CH:5][CH:4]=1. The yield is 0.930.